Dataset: Reaction yield outcomes from USPTO patents with 853,638 reactions. Task: Predict the reaction yield, written as a fraction of the theoretical maximum amount of product (1.0 means a 100% yield; for example, 0.34 means a 34% yield). (1) The reactants are Br[CH:2]1[CH2:6][CH2:5][N:4]([CH:7]2[CH2:12][CH2:11][N:10]([C:13]([O:15][C:16]([CH3:19])([CH3:18])[CH3:17])=[O:14])[CH2:9][CH2:8]2)[C:3]1=[O:20].[Br:21][C:22]1[CH:27]=[CH:26][C:25]([OH:28])=[C:24]([F:29])[CH:23]=1.C([O-])([O-])=O.[K+].[K+]. The catalyst is CN(C=O)C. The product is [Br:21][C:22]1[CH:27]=[CH:26][C:25]([O:28][CH:2]2[CH2:6][CH2:5][N:4]([CH:7]3[CH2:12][CH2:11][N:10]([C:13]([O:15][C:16]([CH3:19])([CH3:18])[CH3:17])=[O:14])[CH2:9][CH2:8]3)[C:3]2=[O:20])=[C:24]([F:29])[CH:23]=1. The yield is 0.697. (2) The yield is 0.910. The reactants are C([O:3][CH2:4][CH2:5][O:6][NH:7][C:8]([C:10]1[C:25]([NH:26][C:27]2[CH:32]=[CH:31][C:30]([Br:33])=[CH:29][C:28]=2[Cl:34])=[C:24]([F:35])[C:13]2[N:14]=[CH:15][N:16]([CH2:17][CH:18]3[CH2:23][CH2:22][CH2:21][CH2:20][O:19]3)[C:12]=2[CH:11]=1)=[O:9])=C.Cl.[OH-].[Na+]. The product is [OH:3][CH2:4][CH2:5][O:6][NH:7][C:8]([C:10]1[C:25]([NH:26][C:27]2[CH:32]=[CH:31][C:30]([Br:33])=[CH:29][C:28]=2[Cl:34])=[C:24]([F:35])[C:13]2[N:14]=[CH:15][N:16]([CH2:17][CH:18]3[CH2:23][CH2:22][CH2:21][CH2:20][O:19]3)[C:12]=2[CH:11]=1)=[O:9]. The catalyst is C(O)C.O. (3) The reactants are [Br:1][C:2]1[CH:10]=[C:9]2[C:5]([C:6]3[CH2:14][CH2:13][NH:12][CH2:11][C:7]=3[NH:8]2)=[CH:4][CH:3]=1.[CH3:15][C:16]([O:19][C:20](O[C:20]([O:19][C:16]([CH3:18])([CH3:17])[CH3:15])=[O:21])=[O:21])([CH3:18])[CH3:17]. The catalyst is C(Cl)Cl.C1COCC1.CN(C)C1C=CN=CC=1. The product is [Br:1][C:2]1[CH:10]=[C:9]2[C:5]([C:6]3[CH2:14][CH2:13][N:12]([C:20]([O:19][C:16]([CH3:18])([CH3:17])[CH3:15])=[O:21])[CH2:11][C:7]=3[NH:8]2)=[CH:4][CH:3]=1. The yield is 0.270. (4) The reactants are ClCCCl.[N:5]([C:8]1[C:9]([C:19]2[CH:20]=[N:21][C:22]([N:25]3[CH2:30][CH2:29][O:28][CH2:27][CH2:26]3)=[CH:23][CH:24]=2)=[N:10][C:11]([Br:18])=[CH:12][C:13]=1[C:14]([O:16][CH3:17])=[O:15])=[N+]=[N-]. The catalyst is C1COCC1.CCCCCCCC(O)=O.CCCCCCCC(O)=O.CCCCCCCC(O)=O.CCCCCCCC(O)=O.[Rh].[Rh]. The product is [Br:18][C:11]1[CH:12]=[C:13]([C:14]([O:16][CH3:17])=[O:15])[C:8]2[NH:5][C:20]3=[N:21][C:22]([N:25]4[CH2:30][CH2:29][O:28][CH2:27][CH2:26]4)=[CH:23][CH:24]=[C:19]3[C:9]=2[N:10]=1. The yield is 7.45.